From a dataset of Reaction yield outcomes from USPTO patents with 853,638 reactions. Predict the reaction yield, written as a fraction of the theoretical maximum amount of product (1.0 means a 100% yield; for example, 0.34 means a 34% yield). (1) The reactants are [Cl:1][C:2]1[CH:7]=[CH:6][C:5]([N:8]([C@H:12]2[C:21]3[C:16](=[CH:17][CH:18]=[CH:19][CH:20]=3)[N:15]([C:22](=[O:30])[C:23]3[CH:28]=[CH:27][C:26]([OH:29])=[CH:25][CH:24]=3)[C@@H:14]([CH3:31])[CH2:13]2)[C:9](=[O:11])[CH3:10])=[CH:4][CH:3]=1.C([O-])([O-])=O.[K+].[K+].Br[CH2:39][CH2:40][N:41]1[CH:45]=[CH:44][N:43]=[CH:42]1. The catalyst is CN(C=O)C. The product is [Cl:1][C:2]1[CH:3]=[CH:4][C:5]([N:8]([C@H:12]2[C:21]3[C:16](=[CH:17][CH:18]=[CH:19][CH:20]=3)[N:15]([C:22](=[O:30])[C:23]3[CH:24]=[CH:25][C:26]([O:29][CH2:39][CH2:40][N:41]4[CH:45]=[CH:44][N:43]=[CH:42]4)=[CH:27][CH:28]=3)[C@@H:14]([CH3:31])[CH2:13]2)[C:9](=[O:11])[CH3:10])=[CH:6][CH:7]=1. The yield is 0.760. (2) The reactants are [NH2:1][C:2]1[N:7]([C:8]2[CH:13]=[CH:12][CH:11]=[CH:10][C:9]=2[Cl:14])[C:6](=[S:15])[NH:5][C:4](=[O:16])[C:3]=1[N:17]=O.N.S(S([O-])=O)([O-])=O.[Na+].[Na+].S(=O)(=O)(O)O. The catalyst is O. The product is [NH2:17][C:3]1[C:4](=[O:16])[NH:5][C:6](=[S:15])[N:7]([C:8]2[CH:13]=[CH:12][CH:11]=[CH:10][C:9]=2[Cl:14])[C:2]=1[NH2:1]. The yield is 0.810.